From a dataset of Full USPTO retrosynthesis dataset with 1.9M reactions from patents (1976-2016). Predict the reactants needed to synthesize the given product. (1) Given the product [C:1]([C:5]1[CH:6]=[CH:7][C:8]([CH:11]([CH2:26][CH3:27])[C:12]([O:14][CH3:15])=[O:13])=[CH:9][CH:10]=1)([CH3:4])([CH3:2])[CH3:3], predict the reactants needed to synthesize it. The reactants are: [C:1]([C:5]1[CH:10]=[CH:9][C:8]([CH2:11][C:12]([O:14][CH3:15])=[O:13])=[CH:7][CH:6]=1)([CH3:4])([CH3:3])[CH3:2].C[Si]([N-][Si](C)(C)C)(C)C.[Li+].[CH2:26](I)[CH3:27]. (2) Given the product [N+:12]([C:15]1[CH:16]=[CH:17][C:18]([C:21]2[CH:22]=[N+:23]([O-:9])[CH:24]=[CH:25][CH:26]=2)=[CH:19][CH:20]=1)([O-:14])=[O:13], predict the reactants needed to synthesize it. The reactants are: ClC1C=CC=C(C(OO)=[O:9])C=1.[N+:12]([C:15]1[CH:20]=[CH:19][C:18]([C:21]2[CH:22]=[N:23][CH:24]=[CH:25][CH:26]=2)=[CH:17][CH:16]=1)([O-:14])=[O:13].S([O-])([O-])(=O)=S.[Na+].[Na+]. (3) Given the product [CH3:1][O:2][C:3](=[O:18])[CH:4]([CH2:45][CH2:46][C:47]1[CH:48]=[C:49]([C:53]2[CH:58]=[CH:57][CH:56]=[CH:55][CH:54]=2)[CH:50]=[CH:51][CH:52]=1)[C:5]1[C:13]2[C:8](=[CH:9][CH:10]=[CH:11][CH:12]=2)[N:7]([C:14]([O:16][CH3:17])=[O:15])[CH:6]=1, predict the reactants needed to synthesize it. The reactants are: [CH3:1][O:2][C:3](=[O:18])[CH2:4][C:5]1[C:13]2[C:8](=[CH:9][CH:10]=[CH:11][CH:12]=2)[N:7]([C:14]([O:16][CH3:17])=[O:15])[CH:6]=1.CN(C)P(=O)(N(C)C)N(C)C.C([N-]C(C)C)(C)C.[Li+].C1CCCCC1.I[CH2:45][CH2:46][C:47]1[CH:48]=[C:49]([C:53]2[CH:58]=[CH:57][CH:56]=[CH:55][CH:54]=2)[CH:50]=[CH:51][CH:52]=1. (4) Given the product [F:20][C:21]1[CH:26]=[C:25]([F:27])[CH:24]=[CH:23][C:22]=1[CH:28]([NH:31][C:3]1[S:4]/[C:5](=[CH:9]\[C:10]2[CH:11]=[C:12]3[C:17](=[CH:18][CH:19]=2)[N:16]=[CH:15][CH:14]=[CH:13]3)/[C:6](=[O:8])[N:7]=1)[CH2:29][OH:30], predict the reactants needed to synthesize it. The reactants are: CS[C:3]1[S:4]/[C:5](=[CH:9]\[C:10]2[CH:11]=[C:12]3[C:17](=[CH:18][CH:19]=2)[N:16]=[CH:15][CH:14]=[CH:13]3)/[C:6](=[O:8])[N:7]=1.[F:20][C:21]1[CH:26]=[C:25]([F:27])[CH:24]=[CH:23][C:22]=1[CH:28]([NH2:31])[CH2:29][OH:30].CCN(C(C)C)C(C)C. (5) Given the product [C:19]1(=[O:20])[N:15]([CH2:14][CH:7]([C:6](=[O:27])[CH3:2])[C:8]([O:10][CH3:11])=[O:9])[C:16](=[O:25])[C:17]2=[CH:24][CH:23]=[CH:22][CH:21]=[C:18]12, predict the reactants needed to synthesize it. The reactants are: N1CCC[CH:2]1[C:6](C)=[CH:7][C:8]([O:10][CH3:11])=[O:9].Br[CH2:14][N:15]1[C:19](=[O:20])[C:18]2=[CH:21][CH:22]=[CH:23][CH:24]=[C:17]2[C:16]1=[O:25].Cl.[OH2:27]. (6) Given the product [NH2:40][C:2]1[C:3]2[CH:10]=[CH:9][N:8]([C@@H:11]3[O:27][C@H:26]([CH2:15][O:16][CH2:17][C:18]4[CH:23]=[CH:22][C:21]([Cl:24])=[CH:20][C:19]=4[Cl:25])[C@@H:28]([O:29][CH2:30][C:31]4[CH:36]=[CH:35][C:34]([Cl:37])=[CH:33][C:32]=4[Cl:38])[C@@:12]3([CH3:39])[O:13][CH3:14])[C:4]=2[N:5]=[CH:6][N:7]=1, predict the reactants needed to synthesize it. The reactants are: Cl[C:2]1[C:3]2[CH:10]=[CH:9][N:8]([C@@H:11]3[O:27][C@H:26]([CH2:28][O:29][CH2:30][C:31]4[CH:36]=[CH:35][C:34]([Cl:37])=[CH:33][C:32]=4[Cl:38])[C@@H:15]([O:16][CH2:17][C:18]4[CH:23]=[CH:22][C:21]([Cl:24])=[CH:20][C:19]=4[Cl:25])[C@@:12]3([CH3:39])[O:13][CH3:14])[C:4]=2[N:5]=[CH:6][N:7]=1.[NH3:40]. (7) Given the product [CH2:1]([O:3][C:4]([C:6]1[O:14][C:9]2=[N:10][C:16]([CH3:17])=[CH:12][CH:13]=[C:8]2[C:7]=1[OH:15])=[O:5])[CH3:2], predict the reactants needed to synthesize it. The reactants are: [CH2:1]([O:3][C:4]([C:6]1[O:14][C:9]2[N:10]=N[CH:12]=[CH:13][C:8]=2[C:7]=1[OH:15])=[O:5])[CH3:2].[CH2:16](OC(=O)C1C=CC(C)=NC=1Cl)[CH3:17].